Task: Predict the product of the given reaction.. Dataset: Forward reaction prediction with 1.9M reactions from USPTO patents (1976-2016) Given the reactants [Br:1][C:2]1[C:11]2[C:6](=[CH:7][C:8]([NH:12][CH3:13])=[CH:9][CH:10]=2)[C:5](=[O:14])[N:4]([CH:15]([CH3:17])[CH3:16])[N:3]=1.[H-].[Na+].[CH3:20][S:21][CH2:22][CH2:23]Cl.O, predict the reaction product. The product is: [Br:1][C:2]1[C:11]2[C:6](=[CH:7][C:8]([N:12]([CH3:13])[CH2:23][CH2:22][S:21][CH3:20])=[CH:9][CH:10]=2)[C:5](=[O:14])[N:4]([CH:15]([CH3:17])[CH3:16])[N:3]=1.